The task is: Predict the reaction yield, written as a fraction of the theoretical maximum amount of product (1.0 means a 100% yield; for example, 0.34 means a 34% yield).. This data is from Reaction yield outcomes from USPTO patents with 853,638 reactions. The reactants are CS(C)=O.C(Cl)(=O)C(Cl)=O.[CH3:11][O:12][C:13]([C:15]1[S:16][C:17]([CH2:20][CH2:21][CH2:22][C@H:23]2[C@H:27](Cl)[CH2:26][C@@H:25]([OH:29])[C@@H:24]2[C:30]2[CH:35]=[CH:34][C:33]([CH:36]([O:42][CH2:43][C:44]3[CH:49]=[CH:48][C:47]([O:50][CH3:51])=[CH:46][CH:45]=3)[CH2:37][CH2:38][CH2:39][CH2:40][CH3:41])=[CH:32][CH:31]=2)=[CH:18][CH:19]=1)=[O:14].CCN(CC)CC. The catalyst is C(Cl)Cl.O. The product is [CH3:11][O:12][C:13]([C:15]1[S:16][C:17]([CH2:20][CH2:21][CH2:22][C@@H:23]2[C@@H:24]([C:30]3[CH:35]=[CH:34][C:33]([CH:36]([O:42][CH2:43][C:44]4[CH:49]=[CH:48][C:47]([O:50][CH3:51])=[CH:46][CH:45]=4)[CH2:37][CH2:38][CH2:39][CH2:40][CH3:41])=[CH:32][CH:31]=3)[C:25](=[O:29])[CH:26]=[CH:27]2)=[CH:18][CH:19]=1)=[O:14]. The yield is 0.990.